Dataset: Peptide-MHC class II binding affinity with 134,281 pairs from IEDB. Task: Regression. Given a peptide amino acid sequence and an MHC pseudo amino acid sequence, predict their binding affinity value. This is MHC class II binding data. (1) The binding affinity (normalized) is 0.159. The MHC is DRB1_0401 with pseudo-sequence DRB1_0401. The peptide sequence is ESHGVAAVLFAATAA. (2) The peptide sequence is GPPVEASAAALAGDA. The MHC is HLA-DQA10401-DQB10402 with pseudo-sequence HLA-DQA10401-DQB10402. The binding affinity (normalized) is 0.546. (3) The peptide sequence is KVFIDTIPNIMFFST. The MHC is HLA-DPA10201-DPB11401 with pseudo-sequence HLA-DPA10201-DPB11401. The binding affinity (normalized) is 0.658.